From a dataset of Catalyst prediction with 721,799 reactions and 888 catalyst types from USPTO. Predict which catalyst facilitates the given reaction. (1) Reactant: [F:1][C:2]1[CH:7]=[CH:6][CH:5]=[CH:4][C:3]=1[C:8]1[C:14]2[CH:15]=[CH:16][CH:17]=[C:18]([CH3:19])[C:13]=2[N:12]([CH2:20][C:21]([C:23]2[CH:28]=[CH:27][CH:26]=[CH:25][C:24]=2[O:29]C)=[O:22])[C:11](=[O:31])[CH:10]([NH:32][C:33]([NH:35][C:36]2[CH:41]=[CH:40][CH:39]=[C:38]([C:42]3[NH:46][N:45]=[N:44][N:43]=3)[CH:37]=2)=[O:34])[N:9]=1.B(Br)(Br)Br.C(OCC)(=O)C.O. Product: [F:1][C:2]1[CH:7]=[CH:6][CH:5]=[CH:4][C:3]=1[C:8]1[C:14]2[CH:15]=[CH:16][CH:17]=[C:18]([CH3:19])[C:13]=2[N:12]([CH2:20][C:21]([C:23]2[CH:28]=[CH:27][CH:26]=[CH:25][C:24]=2[OH:29])=[O:22])[C:11](=[O:31])[CH:10]([NH:32][C:33]([NH:35][C:36]2[CH:41]=[CH:40][CH:39]=[C:38]([C:42]3[NH:46][N:45]=[N:44][N:43]=3)[CH:37]=2)=[O:34])[N:9]=1. The catalyst class is: 2. (2) Reactant: C([O:8][C:9]1[N:14]=[C:13]([NH:15][C:16]2[CH:21]=[CH:20][CH:19]=[CH:18][CH:17]=2)[C:12]([NH2:22])=[CH:11][CH:10]=1)C1C=CC=CC=1.[C:23](OC)(OC)(OC)[CH2:24][CH2:25][CH3:26]. Product: [C:16]1([N:15]2[C:13]3=[N:14][C:9]([OH:8])=[CH:10][CH:11]=[C:12]3[N:22]=[C:23]2[CH2:24][CH2:25][CH3:26])[CH:17]=[CH:18][CH:19]=[CH:20][CH:21]=1. The catalyst class is: 67. (3) Reactant: [CH2:1]([S:5]([NH:8][C:9](=[O:43])[CH2:10][C@H:11]1[O:17][C@H:16]([C:18]2[CH:23]=[CH:22][CH:21]=[C:20]([O:24][CH3:25])[C:19]=2[O:26][CH3:27])[C:15]2[CH:28]=[C:29]([Cl:32])[CH:30]=[CH:31][C:14]=2[N:13]([CH2:33][C:34]([CH3:41])([CH3:40])[CH2:35][O:36]C(=O)C)[C:12]1=[O:42])(=[O:7])=[O:6])[CH2:2][CH2:3][CH3:4].[OH-].[Na+].C(O)C. Product: [CH2:1]([S:5]([NH:8][C:9](=[O:43])[CH2:10][C@H:11]1[O:17][C@H:16]([C:18]2[CH:23]=[CH:22][CH:21]=[C:20]([O:24][CH3:25])[C:19]=2[O:26][CH3:27])[C:15]2[CH:28]=[C:29]([Cl:32])[CH:30]=[CH:31][C:14]=2[N:13]([CH2:33][C:34]([CH3:41])([CH3:40])[CH2:35][OH:36])[C:12]1=[O:42])(=[O:7])=[O:6])[CH2:2][CH2:3][CH3:4]. The catalyst class is: 6. (4) Reactant: Cl.[NH2:2][CH:3]1[CH2:8][CH2:7][O:6][CH2:5][CH2:4]1.C([O-])(O)=O.[Na+].Cl[C:15]([O:17][C:18]([CH3:20])=[CH2:19])=[O:16]. Product: [O:6]1[CH2:7][CH2:8][CH:3]([NH:2][C:15](=[O:16])[O:17][C:18]([CH3:20])=[CH2:19])[CH2:4][CH2:5]1. The catalyst class is: 25. (5) Reactant: [CH:1]([C:4]1[CH:5]=[C:6]([C@@H:10]([NH:12][C:13]([C:15]2[CH:33]=[CH:32][C:18]3[N:19]([CH2:23][C:24]4[CH:29]=[CH:28][CH:27]=[C:26]([O:30]C)[CH:25]=4)[C:20]([CH3:22])=[N:21][C:17]=3[CH:16]=2)=[O:14])[CH3:11])[CH:7]=[CH:8][CH:9]=1)([CH3:3])[CH3:2].B(Br)(Br)Br. Product: [OH:30][C:26]1[CH:25]=[C:24]([CH:29]=[CH:28][CH:27]=1)[CH2:23][N:19]1[C:18]2[CH:32]=[CH:33][C:15]([C:13]([NH:12][C@H:10]([C:6]3[CH:7]=[CH:8][CH:9]=[C:4]([CH:1]([CH3:2])[CH3:3])[CH:5]=3)[CH3:11])=[O:14])=[CH:16][C:17]=2[N:21]=[C:20]1[CH3:22]. The catalyst class is: 2. (6) Reactant: C([SiH2][O:6][C:7](C)(C)[C:8]1[CH:9]=[C:10]([CH:13]=[CH:14][C:15]=1[Cl:16])[CH:11]=O)(C)(C)C.C([O-])(=O)C.[NH4+].[N+:24]([CH3:27])([O-:26])=[O:25].N1C=CN=C1.[CH3:33][C:34]([Si:37](Cl)([CH3:39])[CH3:38])([CH3:36])[CH3:35].[NH4+].[Cl-]. The catalyst class is: 52. Product: [C:34]([Si:37]([O:6][CH2:7][C:8]1[CH:9]=[C:10]([CH:11]=[CH:27][N+:24]([O-:26])=[O:25])[CH:13]=[CH:14][C:15]=1[Cl:16])([CH3:39])[CH3:38])([CH3:36])([CH3:35])[CH3:33].